From a dataset of Catalyst prediction with 721,799 reactions and 888 catalyst types from USPTO. Predict which catalyst facilitates the given reaction. (1) Reactant: [H-].[Na+].C(O[C:6]([C:8]1[NH:9][C:10]2[C:15]([CH:16]=1)=[CH:14][CH:13]=[CH:12][C:11]=2[O:17][C:18]([F:21])([F:20])[F:19])=[O:7])C.C(OC([N:29]1[CH2:33][C@H:32]([CH3:34])OS1(=O)=O)=O)(C)(C)C.C(O)(=O)CC(CC(O)=O)(C(O)=O)O.C([O-])([O-])=O.[K+].[K+]. Product: [CH3:34][C@H:32]1[N:9]2[C:10]3[C:11]([O:17][C:18]([F:19])([F:20])[F:21])=[CH:12][CH:13]=[CH:14][C:15]=3[CH:16]=[C:8]2[C:6](=[O:7])[NH:29][CH2:33]1. The catalyst class is: 9. (2) Reactant: [N:1]1[CH:6]=[CH:5][CH:4]=[CH:3][C:2]=1[C:7]1[N:15]2[C:10]([CH:11]=[CH:12][CH:13]=[CH:14]2)=[CH:9][C:8]=1[CH:16]([NH2:18])[CH3:17].[NH2:19][C:20]1[C:25]([CH:26]=[O:27])=[C:24](Cl)[N:23]=[CH:22][N:21]=1.CCN(C(C)C)C(C)C. Product: [NH2:19][C:20]1[C:25]([CH:26]=[O:27])=[C:24]([NH:18][CH:16]([C:8]2[CH:9]=[C:10]3[N:15]([C:7]=2[C:2]2[CH:3]=[CH:4][CH:5]=[CH:6][N:1]=2)[CH:14]=[CH:13][CH:12]=[CH:11]3)[CH3:17])[N:23]=[CH:22][N:21]=1. The catalyst class is: 218. (3) Reactant: C([O:8][CH2:9][C:10]([NH:12][C:13]1[C:18]([C:19]#[N:20])=[C:17]([CH3:21])[C:16]([C:22]2[CH:27]=[CH:26][CH:25]=[CH:24][CH:23]=2)=[C:15]([F:28])[C:14]=1[OH:29])=[O:11])C1C=CC=CC=1. Product: [C:19]([C:18]1[C:13]([NH:12][C:10](=[O:11])[CH2:9][OH:8])=[C:14]([OH:29])[C:15]([F:28])=[C:16]([C:22]2[CH:27]=[CH:26][CH:25]=[CH:24][CH:23]=2)[C:17]=1[CH3:21])#[N:20]. The catalyst class is: 349. (4) Reactant: [NH2:1][CH2:2][CH:3]([OH:6])[CH2:4][NH2:5].[O-]S([O-])(=O)=O.[Na+].[Na+].[CH:14](=O)[C:15]1[CH:20]=[CH:19][CH:18]=[CH:17][CH:16]=1.[BH4-].[Na+]. Product: [CH2:14]([NH:1][CH2:2][CH:3]([OH:6])[CH2:4][NH:5][CH2:14][C:15]1[CH:20]=[CH:19][CH:18]=[CH:17][CH:16]=1)[C:15]1[CH:20]=[CH:19][CH:18]=[CH:17][CH:16]=1. The catalyst class is: 34. (5) The catalyst class is: 3. Product: [Cl:37][C:38]1[CH:39]=[CH:40][C:41]([C:44]2[N:45]=[C:46]3[CH:51]=[CH:50][C:49]([C:52]([NH:36][CH2:35][CH2:34][O:33][CH3:32])=[O:53])=[CH:48][N:47]3[C:55]=2[CH2:56][OH:57])=[CH:42][CH:43]=1. Reactant: CN(C(ON1N=NC2C=CC=CC1=2)=[N+](C)C)C.[B-](F)(F)(F)F.C(N(C(C)C)CC)(C)C.[CH3:32][O:33][CH2:34][CH2:35][NH2:36].[Cl:37][C:38]1[CH:43]=[CH:42][C:41]([C:44]2[N:45]=[C:46]3[CH:51]=[CH:50][C:49]([C:52]([O-])=[O:53])=[CH:48][N:47]3[C:55]=2[CH2:56][OH:57])=[CH:40][CH:39]=1.[Na+]. (6) Reactant: C[O:2][C:3]([C@@H:5]1[CH2:16][C@:8]2([C:13]([CH3:15])([CH3:14])[C:9]32[CH2:12][CH2:11][CH2:10]3)[CH2:7][N:6]1[C:17](=[O:45])[C@@H:18]([NH:23][C:24](=[O:44])[C@H:25]([CH:38]1[CH2:43][CH2:42][CH2:41][CH2:40][CH2:39]1)[NH:26][C:27]([C@@H:29]1[CH2:34][CH2:33][CH2:32][CH2:31][N:30]1[CH:35]([CH3:37])[CH3:36])=[O:28])[C:19]([CH3:22])([CH3:21])[CH3:20])=[O:4]. Product: [CH:38]1([C@H:25]([NH:26][C:27]([C@@H:29]2[CH2:34][CH2:33][CH2:32][CH2:31][N:30]2[CH:35]([CH3:37])[CH3:36])=[O:28])[C:24]([NH:23][C@@H:18]([C:19]([CH3:20])([CH3:21])[CH3:22])[C:17]([N:6]2[C@H:5]([C:3]([OH:4])=[O:2])[CH2:16][C@:8]3([C:13]([CH3:14])([CH3:15])[C:9]43[CH2:12][CH2:11][CH2:10]4)[CH2:7]2)=[O:45])=[O:44])[CH2:39][CH2:40][CH2:41][CH2:42][CH2:43]1. The catalyst class is: 87. (7) Reactant: [F:1][C:2]1[CH:7]=[CH:6][C:5]([C:8]2([OH:21])[CH2:13][CH2:12][N:11](C(OC(C)(C)C)=O)[CH2:10][CH2:9]2)=[CH:4][CH:3]=1.Cl.[OH-].[Na+]. Product: [F:1][C:2]1[CH:7]=[CH:6][C:5]([C:8]2([OH:21])[CH2:9][CH2:10][NH:11][CH2:12][CH2:13]2)=[CH:4][CH:3]=1. The catalyst class is: 125.